From a dataset of Choline transporter screen with 302,306 compounds. Binary Classification. Given a drug SMILES string, predict its activity (active/inactive) in a high-throughput screening assay against a specified biological target. (1) The drug is O1C(C(=O)C(/c2c1ccc1c2oc(=O)cc1)=C\NCCN\C=C1\c2c(OC(C1=O)(C)C)ccc1c2oc(=O)cc1)(C)C. The result is 0 (inactive). (2) The result is 0 (inactive). The molecule is O1CCN(c2n3nc(c(c3nc3c2CCCC3)c2ccccc2)C)CC1. (3) The compound is O(CC(O)CO)c1c(OC)cc(cc1)CC=C. The result is 0 (inactive). (4) The molecule is O=C(N1CCCC1)CNC(=O)c1ccc(C(C)(C)C)cc1. The result is 0 (inactive). (5) The compound is S(=O)(=O)(Nc1nc2c(nc1N1CCN(CC1)CC)cccc2)c1ccc(NC(=O)C)cc1. The result is 0 (inactive).